This data is from Full USPTO retrosynthesis dataset with 1.9M reactions from patents (1976-2016). The task is: Predict the reactants needed to synthesize the given product. (1) The reactants are: [F:1][C:2]1[CH:3]=[C:4]([C:19]([OH:21])=O)[CH:5]=[C:6]2[C:10]=1[NH:9][N:8]=[C:7]2/[CH:11]=[CH:12]/[C:13]1[CH:14]=[N:15][CH:16]=[CH:17][CH:18]=1.C(N(CC)C(C)C)(C)C.O.ON1C2C=CC=CC=2N=N1.[CH2:42]([NH2:48])[C:43]1[O:47][CH:46]=[CH:45][CH:44]=1.Cl.C(N=C=NCCCN(C)C)C. Given the product [O:47]1[CH:46]=[CH:45][CH:44]=[C:43]1[CH2:42][NH:48][C:19]([C:4]1[CH:5]=[C:6]2[C:10](=[C:2]([F:1])[CH:3]=1)[NH:9][N:8]=[C:7]2/[CH:11]=[CH:12]/[C:13]1[CH:14]=[N:15][CH:16]=[CH:17][CH:18]=1)=[O:21], predict the reactants needed to synthesize it. (2) Given the product [F:31][C:29]1[CH:28]=[CH:27][C:26]([N+:32]([O-:34])=[O:33])=[C:25]([NH:2][C@@H:3]2[CH2:4][CH2:5][C@H:6]([C:9]([NH:11][CH:12]([CH3:14])[CH3:13])=[O:10])[CH2:7][CH2:8]2)[CH:30]=1, predict the reactants needed to synthesize it. The reactants are: Cl.[NH2:2][C@@H:3]1[CH2:8][CH2:7][C@H:6]([C:9]([NH:11][CH:12]([CH3:14])[CH3:13])=[O:10])[CH2:5][CH2:4]1.CCN(C(C)C)C(C)C.F[C:25]1[CH:30]=[C:29]([F:31])[CH:28]=[CH:27][C:26]=1[N+:32]([O-:34])=[O:33].